This data is from Forward reaction prediction with 1.9M reactions from USPTO patents (1976-2016). The task is: Predict the product of the given reaction. (1) Given the reactants Br[CH:2]([CH3:6])[C:3](=O)[CH3:4].[NH2:7][C:8]1[CH:13]=[CH:12][C:11]([N+:14]([O-:16])=[O:15])=[CH:10][N:9]=1, predict the reaction product. The product is: [CH3:4][C:3]1[N:7]=[C:8]2[CH:13]=[CH:12][C:11]([N+:14]([O-:16])=[O:15])=[CH:10][N:9]2[C:2]=1[CH3:6]. (2) Given the reactants Br[C:2]1[CH:3]=[C:4]([CH:25]=[CH:26][N:27]=1)[C:5]([NH:7][C:8]1[S:9][C:10]2[C:16]([N:17]3[CH2:22][CH2:21][O:20][CH2:19][CH2:18]3)=[CH:15][CH:14]=[C:13]([O:23][CH3:24])[C:11]=2[N:12]=1)=[O:6].C(=O)([O-])[O-].[Cs+].[Cs+].[NH:34]1[CH2:37][CH2:36][CH2:35]1, predict the reaction product. The product is: [N:34]1([C:2]2[CH:3]=[C:4]([CH:25]=[CH:26][N:27]=2)[C:5]([NH:7][C:8]2[S:9][C:10]3[C:16]([N:17]4[CH2:22][CH2:21][O:20][CH2:19][CH2:18]4)=[CH:15][CH:14]=[C:13]([O:23][CH3:24])[C:11]=3[N:12]=2)=[O:6])[CH2:37][CH2:36][CH2:35]1. (3) Given the reactants [C:1]([C:5]1[CH:6]=[CH:7][C:8]2[CH2:9][C:10]3[C:15]([C:16]=2[CH:17]=1)=[CH:14][C:13]([C:18]([CH3:21])([CH3:20])[CH3:19])=[CH:12][CH:11]=3)([CH3:4])([CH3:3])[CH3:2].CCCCCC.C([Li])CCC.[CH3:33][C:34]([C:39]1[CH:40]=[CH:41][C:42](=[C:44]([CH3:46])[CH3:45])[CH:43]=1)([CH3:38])[CH2:35][CH2:36][CH3:37], predict the reaction product. The product is: [CH3:38][C:34]([C:39]1[CH:40]=[CH:41][CH:42]([C:44]([C:11]2[C:10]3[CH2:9][C:8]4[C:16](=[CH:17][C:5]([C:1]([CH3:4])([CH3:3])[CH3:2])=[CH:6][CH:7]=4)[C:15]=3[CH:14]=[C:13]([C:18]([CH3:21])([CH3:20])[CH3:19])[CH:12]=2)([CH3:45])[CH3:46])[CH:43]=1)([CH3:33])[CH2:35][CH2:36][CH3:37]. (4) Given the reactants [OH:1][CH:2]1[C:6]2([CH2:11][CH2:10][N:9]([C:12]([O:14][C:15]([CH3:18])([CH3:17])[CH3:16])=[O:13])[CH2:8][CH2:7]2)[C:5](=[O:19])[NH:4][CH:3]1[CH3:20].Br[C:22]1[CH2:26][O:25][C:24](=[O:27])[CH:23]=1.CC1(C)C2C(=C(P(C3C=CC=CC=3)C3C=CC=CC=3)C=CC=2)OC2C(P(C3C=CC=CC=3)C3C=CC=CC=3)=CC=CC1=2.C([O-])([O-])=O.[K+].[K+].N#N.O, predict the reaction product. The product is: [OH:1][CH:2]1[C:6]2([CH2:7][CH2:8][N:9]([C:12]([O:14][C:15]([CH3:16])([CH3:18])[CH3:17])=[O:13])[CH2:10][CH2:11]2)[C:5](=[O:19])[N:4]([C:22]2[CH2:26][O:25][C:24](=[O:27])[CH:23]=2)[CH:3]1[CH3:20].